Predict which catalyst facilitates the given reaction. From a dataset of Catalyst prediction with 721,799 reactions and 888 catalyst types from USPTO. (1) Reactant: Cl.[F:2][C:3]1[CH:4]=[C:5]([CH:10]=[CH:11][C:12]=1[O:13][C@H:14]1[CH2:18][CH2:17][N:16]([CH:19]2[CH2:24][CH2:23][NH:22][CH2:21][CH2:20]2)[C:15]1=[O:25])[C:6]([O:8][CH3:9])=[O:7].C(N(C(C)C)C(C)C)C.[Cl:35][C:36]1[CH:37]=[C:38]([F:43])[C:39](F)=[N:40][CH:41]=1. Product: [Cl:35][C:36]1[CH:37]=[C:38]([F:43])[C:39]([N:22]2[CH2:23][CH2:24][CH:19]([N:16]3[CH2:17][CH2:18][C@H:14]([O:13][C:12]4[CH:11]=[CH:10][C:5]([C:6]([O:8][CH3:9])=[O:7])=[CH:4][C:3]=4[F:2])[C:15]3=[O:25])[CH2:20][CH2:21]2)=[N:40][CH:41]=1. The catalyst class is: 31. (2) Reactant: [NH:1]1[C:9]2[C:4](=[CH:5][CH:6]=[CH:7][CH:8]=2)[C:3]([CH2:10][C:11]#[N:12])=[CH:2]1.[CH3:13][C:14]([O:17][C:18](O[C:18]([O:17][C:14]([CH3:16])([CH3:15])[CH3:13])=[O:19])=[O:19])([CH3:16])[CH3:15]. Product: [C:14]([O:17][C:18]([N:1]1[C:9]2[C:4](=[CH:5][CH:6]=[CH:7][CH:8]=2)[C:3]([CH2:10][C:11]#[N:12])=[CH:2]1)=[O:19])([CH3:16])([CH3:15])[CH3:13]. The catalyst class is: 79.